Dataset: Forward reaction prediction with 1.9M reactions from USPTO patents (1976-2016). Task: Predict the product of the given reaction. The product is: [C:1]([O:5][C:6](=[O:33])/[CH:7]=[CH:8]/[C:9]1[C:14](=[O:15])[N:13]2[CH:16]=[CH:17][C:18]([C:20]([NH:22][C:23]3[S:24][CH:25]=[C:26]([C:28]([CH3:29])([CH3:31])[CH3:30])[N:27]=3)=[O:21])=[CH:19][C:12]2=[N:11][C:10]=1[N:67]1[CH2:68][CH2:69][CH:64]([CH2:63][C:62]([O:61][CH2:59][CH3:60])=[O:70])[CH2:65][CH2:66]1)([CH3:3])([CH3:2])[CH3:4]. Given the reactants [C:1]([O:5][C:6](=[O:33])/[CH:7]=[CH:8]/[C:9]1[C:14](=[O:15])[N:13]2[CH:16]=[CH:17][C:18]([C:20]([NH:22][C:23]3[S:24][CH:25]=[C:26]([C:28]([CH3:31])([CH3:30])[CH3:29])[N:27]=3)=[O:21])=[CH:19][C:12]2=[N:11][C:10]=1O)([CH3:4])([CH3:3])[CH3:2].C(N(C(C)C)CC)(C)C.C1(P(Cl)(C2C=CC=CC=2)=O)C=CC=CC=1.Cl.[CH2:59]([O:61][C:62](=[O:70])[CH2:63][CH:64]1[CH2:69][CH2:68][NH:67][CH2:66][CH2:65]1)[CH3:60], predict the reaction product.